Dataset: CYP1A2 inhibition data for predicting drug metabolism from PubChem BioAssay. Task: Regression/Classification. Given a drug SMILES string, predict its absorption, distribution, metabolism, or excretion properties. Task type varies by dataset: regression for continuous measurements (e.g., permeability, clearance, half-life) or binary classification for categorical outcomes (e.g., BBB penetration, CYP inhibition). Dataset: cyp1a2_veith. (1) The compound is CN(C)C=Nc1ccc2nn(-c3ccccc3)nc2c1. The result is 1 (inhibitor). (2) The molecule is COc1ccc2[nH]cc(CCNc3ncncc3-c3ccccc3CN(C)C)c2c1. The result is 1 (inhibitor). (3) The compound is COc1ncc2nc(-c3cn(C)c4ccccc34)c(=O)n(CCC#N)c2n1. The result is 1 (inhibitor). (4) The drug is C[C@@H]1CC[C@@]2(C(=O)O)CC[C@]3(C)C(=CC[C@@H]4[C@]3(C)CC[C@H]3C(C)(C)[C@H](O)CC[C@]43C)[C@H]2[C@@H]1C. The result is 0 (non-inhibitor). (5) The drug is CCCCCCCOC1(c2ccccc2)OC(=O)c2ccccc21. The result is 0 (non-inhibitor). (6) The compound is COc1ccccc1CN1CCC2(CC1)CCN(C(=O)c1c(C)noc1C)CC2. The result is 0 (non-inhibitor). (7) The compound is CC(C)CCNC(=O)Cc1ccccc1[N+](=O)[O-]. The result is 0 (non-inhibitor).